From a dataset of Reaction yield outcomes from USPTO patents with 853,638 reactions. Predict the reaction yield, written as a fraction of the theoretical maximum amount of product (1.0 means a 100% yield; for example, 0.34 means a 34% yield). (1) The reactants are Cl.[N:2]1[CH:7]=[CH:6][C:5]([NH:8][C:9]2[CH:17]=[CH:16][C:12]([C:13](Cl)=[O:14])=[CH:11][CH:10]=2)=[N:4][CH:3]=1.[CH3:18][OH:19]. No catalyst specified. The product is [CH3:18][O:19][C:13](=[O:14])[C:12]1[CH:11]=[CH:10][C:9]([NH:8][C:5]2[CH:6]=[CH:7][N:2]=[CH:3][N:4]=2)=[CH:17][CH:16]=1. The yield is 0.630. (2) The catalyst is CC(O)(C)C. The yield is 0.890. The reactants are [F:1][C:2]1[C:3]([C:9]2[CH:14]=[C:13]([F:15])[CH:12]=[C:11]([F:16])[C:10]=2[F:17])=[N:4][C:5]([CH3:8])=[CH:6][CH:7]=1.[Mn]([O-])(=O)(=O)=[O:19].[K+].[OH2:24]. The product is [F:1][C:2]1[CH:7]=[CH:6][C:5]([C:8]([OH:19])=[O:24])=[N:4][C:3]=1[C:9]1[CH:14]=[C:13]([F:15])[CH:12]=[C:11]([F:16])[C:10]=1[F:17].